From a dataset of Retrosynthesis with 50K atom-mapped reactions and 10 reaction types from USPTO. Predict the reactants needed to synthesize the given product. (1) The reactants are: COCCOCOCCCCCCCCCO. Given the product COCCOCOCCCCCCCCC=O, predict the reactants needed to synthesize it. (2) Given the product NCc1cc(NC(=O)C2CCc3ccc(Oc4ccnc5[nH]c(=O)ccc45)cc3C2)cc(C(F)(F)F)c1, predict the reactants needed to synthesize it. The reactants are: CC(C)(C)OC(=O)NCc1cc(NC(=O)C2CCc3ccc(Oc4ccnc5[nH]c(=O)ccc45)cc3C2)cc(C(F)(F)F)c1. (3) Given the product Cn1c(-c2cccc(-c3c4cccc(C(F)(F)F)c4nn3Cc3c(F)cc(F)cc3F)c2)cc2cc(F)ccc21, predict the reactants needed to synthesize it. The reactants are: CI.Fc1cc(F)c(Cn2nc3c(C(F)(F)F)cccc3c2-c2cccc(-c3cc4cc(F)ccc4[nH]3)c2)c(F)c1. (4) Given the product COC(=O)[C@H](Cc1ccc(NC(=S)NCCCc2ccccc2)cc1)NC(=O)[C@@H]1CCCN1S(=O)(=O)c1ccc(C)cc1, predict the reactants needed to synthesize it. The reactants are: COC(=O)[C@H](Cc1ccc(N)cc1)NC(=O)[C@@H]1CCCN1S(=O)(=O)c1ccc(C)cc1.S=C=NCCCc1ccccc1. (5) Given the product CC(C)C(NC(=O)OC(C)(C)C)C(=O)OCCCc1cc(F)c2ncc(C(=O)NCc3ccc(Cl)cc3)c(O)c2c1, predict the reactants needed to synthesize it. The reactants are: CC(C)[C@H](NC(=O)OC(C)(C)C)C(=O)O.O=C(NCc1ccc(Cl)cc1)c1cnc2c(F)cc(CCCO)cc2c1O.